From a dataset of Peptide-MHC class II binding affinity with 134,281 pairs from IEDB. Regression. Given a peptide amino acid sequence and an MHC pseudo amino acid sequence, predict their binding affinity value. This is MHC class II binding data. The MHC is DRB4_0101 with pseudo-sequence DRB4_0103. The peptide sequence is LVQSYGWNIVTMKSGVDV. The binding affinity (normalized) is 0.